From a dataset of Catalyst prediction with 721,799 reactions and 888 catalyst types from USPTO. Predict which catalyst facilitates the given reaction. (1) Product: [CH3:18][CH2:17][CH2:16][CH2:15][CH2:14][CH2:13][CH2:12][CH2:11][CH2:10][CH2:3][CH2:2][CH2:7][CH2:6][CH2:22][CH2:23][C:25]([O:19][CH2:18]/[CH:17]=[C:16](/[CH:15]=[CH:14]/[CH:13]=[C:12](/[CH:11]=[CH:10]/[C:3]1[C:4]([CH3:8])([CH3:9])[CH2:5][CH2:6][CH2:7][C:2]=1[CH3:1])\[CH3:21])\[CH3:20])=[O:27]. Reactant: [CH3:1][C:2]1[CH2:7][CH2:6][CH2:5][C:4]([CH3:9])([CH3:8])[C:3]=1/[CH:10]=[CH:11]/[C:12](/[CH3:21])=[CH:13]/[CH:14]=[CH:15]/[C:16](/[CH3:20])=[CH:17]/[CH2:18][OH:19].[CH3:22][C:23]([C:25]([O:27]C)=O)=C. The catalyst class is: 69. (2) The catalyst class is: 80. Reactant: [NH2:1][C:2]1[CH:10]=[C:9]([F:11])[CH:8]=[C:7]([F:12])[C:3]=1[C:4]([NH2:6])=[O:5].[CH3:13][C:14]1[CH:15]=[C:16]([CH:19]=[C:20]([CH3:30])[C:21]=1[O:22][CH2:23][CH2:24][N:25]1[CH2:29][CH2:28][CH2:27][CH2:26]1)[CH:17]=O.S([O-])(O)=O.[Na+].O.C1(C)C=CC(S(O)(=O)=O)=CC=1. Product: [CH3:30][C:20]1[CH:19]=[C:16]([C:17]2[NH:6][C:4](=[O:5])[C:3]3[C:2](=[CH:10][C:9]([F:11])=[CH:8][C:7]=3[F:12])[N:1]=2)[CH:15]=[C:14]([CH3:13])[C:21]=1[O:22][CH2:23][CH2:24][N:25]1[CH2:29][CH2:28][CH2:27][CH2:26]1. (3) The catalyst class is: 10. Product: [Cl:15][C:11]1[CH:10]=[C:9]2[C:14]([C:6]([NH:5][C:3](=[O:4])[CH2:2][N:16]3[CH2:21][CH2:20][CH2:19][CH2:18][CH2:17]3)=[N:7][NH:8]2)=[CH:13][CH:12]=1. Reactant: Cl[CH2:2][C:3]([NH:5][C:6]1[C:14]2[C:9](=[CH:10][C:11]([Cl:15])=[CH:12][CH:13]=2)[NH:8][N:7]=1)=[O:4].[NH:16]1[CH2:21][CH2:20][CH2:19][CH2:18][CH2:17]1.